Dataset: Forward reaction prediction with 1.9M reactions from USPTO patents (1976-2016). Task: Predict the product of the given reaction. (1) Given the reactants [Br:1][C:2]1[CH:7]=[CH:6][C:5](/[C:8](=[CH:12]\[C:13]2[O:14][CH:15]=[CH:16][CH:17]=2)/[C:9](O)=[O:10])=[CH:4][CH:3]=1.C(Cl)(=O)C([Cl:21])=O.CN(C=O)C, predict the reaction product. The product is: [Br:1][C:2]1[CH:7]=[CH:6][C:5]([C:8](=[CH:12][C:13]2[O:14][CH:15]=[CH:16][CH:17]=2)[C:9]([Cl:21])=[O:10])=[CH:4][CH:3]=1. (2) Given the reactants Br[C:2]1[C:11]([CH3:12])=[C:10]2[C:5]([CH:6]=[CH:7][C:8]([C:13]3[N:17]4[CH:18]=[C:19]([C@@H:22]([N:27]5[CH2:31][CH2:30][C@H:29]([NH:32][C:33](=[O:39])[O:34][C:35]([CH3:38])([CH3:37])[CH3:36])[CH2:28]5)[C:23]([F:26])([F:25])[F:24])[CH:20]=[CH:21][C:16]4=[N:15][N:14]=3)=[N:9]2)=[CH:4][CH:3]=1.[CH3:40][N:41]1[C:45](B2OC(C)(C)C(C)(C)O2)=[CH:44][C:43]([CH3:55])=[N:42]1, predict the reaction product. The product is: [CH3:40][N:41]1[C:45]([C:2]2[C:11]([CH3:12])=[C:10]3[C:5]([CH:6]=[CH:7][C:8]([C:13]4[N:17]5[CH:18]=[C:19]([C@@H:22]([N:27]6[CH2:31][CH2:30][C@H:29]([NH:32][C:33](=[O:39])[O:34][C:35]([CH3:38])([CH3:37])[CH3:36])[CH2:28]6)[C:23]([F:25])([F:26])[F:24])[CH:20]=[CH:21][C:16]5=[N:15][N:14]=4)=[N:9]3)=[CH:4][CH:3]=2)=[CH:44][C:43]([CH3:55])=[N:42]1. (3) Given the reactants C(OC(=O)[NH:7][C:8]1[N:13]=[CH:12][C:11]([C:14]2[N:15]=[C:16]([N:39]3[CH2:44][CH2:43][O:42][CH2:41][CH2:40]3)[C:17]3[N:23]=[CH:22][C:21]([C:24]4[CH:29]=[CH:28][CH:27]=[C:26]([NH:30][C:31]([N:33]5[CH2:38][CH2:37][O:36][CH2:35][CH2:34]5)=[O:32])[CH:25]=4)=[CH:20][C:18]=3[N:19]=2)=[CH:10][N:9]=1)(C)(C)C.C(Cl)Cl.C(O)(C(F)(F)F)=O, predict the reaction product. The product is: [NH2:7][C:8]1[N:13]=[CH:12][C:11]([C:14]2[N:15]=[C:16]([N:39]3[CH2:40][CH2:41][O:42][CH2:43][CH2:44]3)[C:17]3[N:23]=[CH:22][C:21]([C:24]4[CH:25]=[C:26]([NH:30][C:31]([N:33]5[CH2:34][CH2:35][O:36][CH2:37][CH2:38]5)=[O:32])[CH:27]=[CH:28][CH:29]=4)=[CH:20][C:18]=3[N:19]=2)=[CH:10][N:9]=1. (4) The product is: [CH3:14][C@@H:10]1[NH:11][CH2:12][CH2:13][N:8]([C:5]2[N:6]=[N:7][C:2]([C:24]3[CH:25]=[CH:26][C:21]([C:20]([F:31])([F:30])[F:19])=[CH:22][CH:23]=3)=[C:3]3[CH:18]=[CH:17][N:16]=[CH:15][C:4]=23)[CH2:9]1. Given the reactants Cl[C:2]1[N:7]=[N:6][C:5]([N:8]2[CH2:13][CH2:12][NH:11][C@@H:10]([CH3:14])[CH2:9]2)=[C:4]2[CH:15]=[N:16][CH:17]=[CH:18][C:3]=12.[F:19][C:20]([F:31])([F:30])[C:21]1[CH:26]=[CH:25][C:24](B(O)O)=[CH:23][CH:22]=1.C(=O)([O-])[O-].[Na+].[Na+].C1(C)C=CC=CC=1, predict the reaction product. (5) The product is: [CH2:7]([CH2:6][C@@H:5]([SH:4])[CH2:1][CH2:2][SH:3])[CH2:8][CH2:9][C:10]([OH:12])=[O:11]. Given the reactants [CH2:1]1[CH:5]([CH2:6][CH2:7][CH2:8][CH2:9][C:10]([OH:12])=[O:11])[S:4][S:3][CH2:2]1.[BH4-].[Na+], predict the reaction product. (6) Given the reactants [CH3:1][O:2][C:3]1[N:8]=[C:7]2[NH:9][CH:10]=[CH:11][C:6]2=[CH:5][CH:4]=1.[H-].[Na+].Br[CH2:15][C:16]([O:18][CH3:19])=[O:17], predict the reaction product. The product is: [CH3:1][O:2][C:3]1[N:8]=[C:7]2[N:9]([CH2:15][C:16]([O:18][CH3:19])=[O:17])[CH:10]=[CH:11][C:6]2=[CH:5][CH:4]=1.